From a dataset of Reaction yield outcomes from USPTO patents with 853,638 reactions. Predict the reaction yield, written as a fraction of the theoretical maximum amount of product (1.0 means a 100% yield; for example, 0.34 means a 34% yield). The reactants are [CH2:1]([O:3][C:4](=[O:15])[CH:5]([CH2:11][CH:12]([CH3:14])[CH3:13])[C:6]([O:8][CH2:9][CH3:10])=[O:7])[CH3:2].[H-].[Na+].[F:18][C:19]1[CH:24]=[C:23]([N+:25]([O-:27])=[O:26])[C:22]([F:28])=[CH:21][C:20]=1F. The catalyst is CN(C=O)C. The product is [CH2:1]([O:3][C:4](=[O:15])[C:5]([C:20]1[CH:21]=[C:22]([F:28])[C:23]([N+:25]([O-:27])=[O:26])=[CH:24][C:19]=1[F:18])([CH2:11][CH:12]([CH3:13])[CH3:14])[C:6]([O:8][CH2:9][CH3:10])=[O:7])[CH3:2]. The yield is 0.900.